Task: Predict the reaction yield, written as a fraction of the theoretical maximum amount of product (1.0 means a 100% yield; for example, 0.34 means a 34% yield).. Dataset: Reaction yield outcomes from USPTO patents with 853,638 reactions The product is [CH2:17]([O:12][C:9]1[CH:10]=[CH:11][C:2]([Cl:1])=[C:3]2[C:8]=1[N:7]=[CH:6][CH:5]=[CH:4]2)[CH:16]=[CH2:15]. The yield is 0.640. The reactants are [Cl:1][C:2]1[CH:11]=[CH:10][C:9]([OH:12])=[C:8]2[C:3]=1[CH:4]=[CH:5][CH:6]=[N:7]2.[OH-].[Na+].[CH2:15](Br)[CH:16]=[CH2:17]. The catalyst is [Br-].C([N+](CCCC)(CCCC)CCCC)CCC.C1C=CC=CC=1.